This data is from Reaction yield outcomes from USPTO patents with 853,638 reactions. The task is: Predict the reaction yield, written as a fraction of the theoretical maximum amount of product (1.0 means a 100% yield; for example, 0.34 means a 34% yield). (1) The reactants are [CH2:1]([O:3][C:4]([CH:6]1[CH2:11][CH2:10][NH:9][CH2:8][CH2:7]1)=[O:5])[CH3:2].Cl[C:13]1[CH:18]=[CH:17][C:16]([F:19])=[CH:15][N:14]=1.C1(C)C=CC=CC=1.CC([O-])(C)C.[Na+]. The catalyst is CCOC(C)=O.O.C1C=CC(P(C2C(C3C(P(C4C=CC=CC=4)C4C=CC=CC=4)=CC=C4C=3C=CC=C4)=C3C(C=CC=C3)=CC=2)C2C=CC=CC=2)=CC=1. The product is [CH2:1]([O:3][C:4]([CH:6]1[CH2:11][CH2:10][N:9]([C:13]2[CH:18]=[CH:17][C:16]([F:19])=[CH:15][N:14]=2)[CH2:8][CH2:7]1)=[O:5])[CH3:2]. The yield is 0.650. (2) The catalyst is C1(C)C=CC=CC=1.C(Cl)Cl.C1C=CC(/C=C/C(/C=C/C2C=CC=CC=2)=O)=CC=1.C1C=CC(/C=C/C(/C=C/C2C=CC=CC=2)=O)=CC=1.C1C=CC(/C=C/C(/C=C/C2C=CC=CC=2)=O)=CC=1.[Pd].[Pd]. The yield is 0.740. The product is [CH3:1][O:2][C:3](=[O:15])[C:4]1[C:5](=[C:10]([NH:24][C:23]2[CH:25]=[CH:26][C:20]([C:16]([CH3:19])([CH3:18])[CH3:17])=[CH:21][CH:22]=2)[CH:11]=[CH:12][CH:13]=1)[C:6]([O:8][CH3:9])=[O:7]. The reactants are [CH3:1][O:2][C:3](=[O:15])[C:4]1[C:5](=[C:10](I)[CH:11]=[CH:12][CH:13]=1)[C:6]([O:8][CH3:9])=[O:7].[C:16]([C:20]1[CH:26]=[CH:25][C:23]([NH2:24])=[CH:22][CH:21]=1)([CH3:19])([CH3:18])[CH3:17].C1C=CC(P(C2C(C3C(P(C4C=CC=CC=4)C4C=CC=CC=4)=CC=C4C=3C=CC=C4)=C3C(C=CC=C3)=CC=2)C2C=CC=CC=2)=CC=1.C(=O)([O-])[O-].[Cs+].[Cs+].